From a dataset of Full USPTO retrosynthesis dataset with 1.9M reactions from patents (1976-2016). Predict the reactants needed to synthesize the given product. (1) The reactants are: [CH3:1][O:2][C:3]1[C:4]2[N:17]=[C:16]([NH:18]C(=O)C3C=CC=CC=3)[S:15][C:5]=2[C:6]([C:9]2[CH:14]=[CH:13][CH:12]=[CH:11][CH:10]=2)=[N:7][CH:8]=1.[OH-].[Na+]. Given the product [CH3:1][O:2][C:3]1[C:4]2[N:17]=[C:16]([NH2:18])[S:15][C:5]=2[C:6]([C:9]2[CH:14]=[CH:13][CH:12]=[CH:11][CH:10]=2)=[N:7][CH:8]=1, predict the reactants needed to synthesize it. (2) Given the product [CH2:10]([C:9]1[CH:14]=[CH:15][C:6]([CH:4]([CH3:5])[C:2](=[O:3])[S:16][CH2:17][CH2:18][NH:19][C:20]([O:21][C:22]([CH3:25])([CH3:24])[CH3:23])=[O:26])=[CH:7][CH:8]=1)[CH:11]([CH3:13])[CH3:12], predict the reactants needed to synthesize it. The reactants are: O[C:2]([CH:4]([C:6]1[CH:15]=[CH:14][C:9]([CH2:10][CH:11]([CH3:13])[CH3:12])=[CH:8][CH:7]=1)[CH3:5])=[O:3].[SH:16][CH2:17][CH2:18][NH:19][C:20](=[O:26])[O:21][C:22]([CH3:25])([CH3:24])[CH3:23].C1CCC(N=C=NC2CCCCC2)CC1. (3) Given the product [NH2:1][C:2]1[N:7]=[C:6]([NH2:8])[C:5]([C:9]2[CH:10]=[CH:11][C:12]([NH2:15])=[CH:13][CH:14]=2)=[C:4]([CH2:18][O:19][CH2:20][CH:21]2[CH2:24][CH2:23][CH2:22]2)[N:3]=1, predict the reactants needed to synthesize it. The reactants are: [NH2:1][C:2]1[N:7]=[C:6]([NH2:8])[C:5]([C:9]2[CH:14]=[CH:13][C:12]([N+:15]([O-])=O)=[CH:11][CH:10]=2)=[C:4]([CH2:18][O:19][CH2:20][CH:21]2[CH2:24][CH2:23][CH2:22]2)[N:3]=1.[H][H].